From a dataset of Forward reaction prediction with 1.9M reactions from USPTO patents (1976-2016). Predict the product of the given reaction. (1) Given the reactants [CH2:1]([CH:3]([C:8]([O:10][CH3:11])=[O:9])[C:4]([O:6][CH3:7])=[O:5])[CH3:2].[CH:12]([C:14]([CH3:16])=[O:15])=[CH2:13].C[O-].[Na+].Cl, predict the reaction product. The product is: [CH2:1]([C:3]([CH2:13][CH2:12][C:14](=[O:15])[CH3:16])([C:8]([O:10][CH3:11])=[O:9])[C:4]([O:6][CH3:7])=[O:5])[CH3:2]. (2) Given the reactants [OH:1][C:2]1[CH:10]=[CH:9]C(C(O)=O)=[CH:4][C:3]=1[CH3:11].[C:12]([O-])([O-])=O.[K+].[K+].CI.C[CH2:21][O:22][C:23]([CH3:25])=[O:24], predict the reaction product. The product is: [CH3:12][O:1][C:2]1[CH:10]=[CH:9][C:25]([C:23]([O:22][CH3:21])=[O:24])=[CH:4][C:3]=1[CH3:11]. (3) Given the reactants [CH3:1][C:2]1[CH:10]=[CH:9][CH:8]=[C:7]([CH3:11])[C:3]=1[C:4]([OH:6])=[O:5].OS(O)(=O)=O.[F:17][C:18]([F:25])([F:24])[C:19]([NH:21][CH2:22]O)=[O:20], predict the reaction product. The product is: [CH3:1][C:2]1[C:10]([CH2:22][NH:21][C:19](=[O:20])[C:18]([F:25])([F:24])[F:17])=[CH:9][CH:8]=[C:7]([CH3:11])[C:3]=1[C:4]([OH:6])=[O:5]. (4) Given the reactants [F:1][C:2]1[CH:7]=[CH:6][C:5]([C@H:8]([NH:10][C@H:11]2[CH2:15][CH2:14][C@@H:13]([C:16]3[CH:17]=[N:18][C:19](F)=[CH:20][CH:21]=3)[CH2:12]2)[CH3:9])=[CH:4][C:3]=1[O:23][CH3:24].[NH2:25][CH2:26][CH:27]([OH:30])[CH2:28][OH:29], predict the reaction product. The product is: [F:1][C:2]1[CH:7]=[CH:6][C:5]([C@H:8]([NH:10][C@H:11]2[CH2:15][CH2:14][C@@H:13]([C:16]3[CH:21]=[CH:20][C:19]([NH:25][CH2:26][CH:27]([OH:30])[CH2:28][OH:29])=[N:18][CH:17]=3)[CH2:12]2)[CH3:9])=[CH:4][C:3]=1[O:23][CH3:24]. (5) Given the reactants [H-].[Na+].[CH:3]([O:6][C:7]([N:9]1[CH2:14][CH2:13][CH:12]([OH:15])[CH2:11][CH2:10]1)=[O:8])([CH3:5])[CH3:4].[Cl:16][C:17]1[C:22]([O:23][CH3:24])=[C:21](Cl)[N:20]=[CH:19][N:18]=1.[H-].[Na+].CN(C=O)C, predict the reaction product. The product is: [CH:3]([O:6][C:7]([N:9]1[CH2:10][CH2:11][CH:12]([O:15][C:21]2[C:22]([O:23][CH3:24])=[C:17]([Cl:16])[N:18]=[CH:19][N:20]=2)[CH2:13][CH2:14]1)=[O:8])([CH3:5])[CH3:4].